This data is from CYP3A4 inhibition data for predicting drug metabolism from PubChem BioAssay. The task is: Regression/Classification. Given a drug SMILES string, predict its absorption, distribution, metabolism, or excretion properties. Task type varies by dataset: regression for continuous measurements (e.g., permeability, clearance, half-life) or binary classification for categorical outcomes (e.g., BBB penetration, CYP inhibition). Dataset: cyp3a4_veith. (1) The molecule is CCC(=O)n1nc(-c2ccc(OC)cc2)nc1N. The result is 0 (non-inhibitor). (2) The molecule is CC(C)(SCc1ccccc1)[C@H](N)C(=O)O. The result is 0 (non-inhibitor). (3) The compound is CN(C)Cc1ccccc1-c1nccc(NCc2cccs2)n1. The result is 0 (non-inhibitor).